Dataset: NCI-60 drug combinations with 297,098 pairs across 59 cell lines. Task: Regression. Given two drug SMILES strings and cell line genomic features, predict the synergy score measuring deviation from expected non-interaction effect. (1) Drug 1: C1=CC(=CC=C1CCCC(=O)O)N(CCCl)CCCl. Drug 2: C(CN)CNCCSP(=O)(O)O. Cell line: SN12C. Synergy scores: CSS=32.9, Synergy_ZIP=-4.67, Synergy_Bliss=0.364, Synergy_Loewe=-16.9, Synergy_HSA=-1.94. (2) Drug 1: C1CCN(CC1)CCOC2=CC=C(C=C2)C(=O)C3=C(SC4=C3C=CC(=C4)O)C5=CC=C(C=C5)O. Cell line: M14. Drug 2: CC1=C(C=C(C=C1)NC2=NC=CC(=N2)N(C)C3=CC4=NN(C(=C4C=C3)C)C)S(=O)(=O)N.Cl. Synergy scores: CSS=-0.443, Synergy_ZIP=5.37, Synergy_Bliss=9.60, Synergy_Loewe=3.88, Synergy_HSA=4.23. (3) Drug 1: CN(C)N=NC1=C(NC=N1)C(=O)N. Drug 2: C1C(C(OC1N2C=NC3=C2NC=NCC3O)CO)O. Cell line: OVCAR3. Synergy scores: CSS=1.82, Synergy_ZIP=-2.64, Synergy_Bliss=-2.06, Synergy_Loewe=-1.64, Synergy_HSA=-1.86. (4) Drug 1: CN(C)N=NC1=C(NC=N1)C(=O)N. Drug 2: CC(C)(C#N)C1=CC(=CC(=C1)CN2C=NC=N2)C(C)(C)C#N. Cell line: EKVX. Synergy scores: CSS=-0.456, Synergy_ZIP=6.18, Synergy_Bliss=-1.18, Synergy_Loewe=-2.13, Synergy_HSA=-2.69. (5) Drug 1: C1=CC(=CC=C1CC(C(=O)O)N)N(CCCl)CCCl.Cl. Drug 2: CC(C)(C#N)C1=CC(=CC(=C1)CN2C=NC=N2)C(C)(C)C#N. Cell line: SK-MEL-5. Synergy scores: CSS=8.95, Synergy_ZIP=-2.72, Synergy_Bliss=1.82, Synergy_Loewe=0.0286, Synergy_HSA=-0.00339. (6) Drug 1: COC1=NC(=NC2=C1N=CN2C3C(C(C(O3)CO)O)O)N. Drug 2: CC12CCC3C(C1CCC2O)C(CC4=C3C=CC(=C4)O)CCCCCCCCCS(=O)CCCC(C(F)(F)F)(F)F. Cell line: HCT116. Synergy scores: CSS=55.7, Synergy_ZIP=-2.81, Synergy_Bliss=-4.40, Synergy_Loewe=-2.42, Synergy_HSA=0.369. (7) Drug 1: C1=CN(C=N1)CC(O)(P(=O)(O)O)P(=O)(O)O. Drug 2: C(CCl)NC(=O)N(CCCl)N=O. Cell line: OVCAR-5. Synergy scores: CSS=-1.49, Synergy_ZIP=1.85, Synergy_Bliss=1.80, Synergy_Loewe=-0.149, Synergy_HSA=-1.58. (8) Drug 1: C1C(C(OC1N2C=C(C(=O)NC2=O)F)CO)O. Drug 2: C1CNP(=O)(OC1)N(CCCl)CCCl. Cell line: ACHN. Synergy scores: CSS=29.9, Synergy_ZIP=0.860, Synergy_Bliss=1.00, Synergy_Loewe=-25.0, Synergy_HSA=1.44.